Dataset: Forward reaction prediction with 1.9M reactions from USPTO patents (1976-2016). Task: Predict the product of the given reaction. (1) Given the reactants [NH2:1][C:2]1[C:7](/[CH:8]=[CH:9]/[C:10]([OH:12])=O)=[CH:6][C:5]([Cl:13])=[CH:4][N:3]=1.[NH:14]1[CH2:19][CH2:18][O:17][CH2:16][CH2:15]1.C(OC(C)C)(C)C, predict the reaction product. The product is: [NH2:1][C:2]1[C:7](/[CH:8]=[CH:9]/[C:10]([N:14]2[CH2:19][CH2:18][O:17][CH2:16][CH2:15]2)=[O:12])=[CH:6][C:5]([Cl:13])=[CH:4][N:3]=1. (2) Given the reactants C(Cl)CCl.C1C=NC2N(O)N=NC=2C=1.[NH2:15][C:16]1[CH:17]=[N:18][CH:19]=[CH:20][C:21]=1[C@@H:22]1[CH2:27][C@H:26]([CH3:28])[C@H:25]([N:29]([CH3:34])[C:30](=[O:33])[O:31][CH3:32])[C@H:24]([NH:35][C:36]([O:38][C:39]([CH3:42])([CH3:41])[CH3:40])=[O:37])[CH2:23]1.[F:43][C:44]1[CH:49]=[CH:48][CH:47]=[C:46]([F:50])[C:45]=1[C:51]1[N:56]=[C:55]([C:57]([OH:59])=[O:58])[CH:54]=[CH:53][C:52]=1[F:60], predict the reaction product. The product is: [C:39]([O:38][C:36]([NH:35][C@@H:24]1[CH2:23][C@H:22]([C:21]2[CH:20]=[CH:19][N:18]=[CH:17][C:16]=2[NH:15][C:57](=[O:58])[C:55]2[CH:54]=[CH:53][C:52]([F:60])=[C:51]([C:45]3[C:44]([F:43])=[CH:49][CH:48]=[CH:47][C:46]=3[F:50])[N:56]=2)[CH2:27][C@H:26]([CH3:28])[C@@H:25]1[N:29]([CH3:34])[C:30](=[O:33])[O:31][CH3:32])=[O:37])([CH3:41])([CH3:40])[CH3:42].[C:39]([O:38][C:36]([NH:35][C@H:24]1[CH2:23][C@@H:22]([C:21]2[CH:20]=[CH:19][N:18]=[CH:17][C:16]=2[NH:15][C:57](=[O:59])[C:55]2[CH:54]=[CH:53][C:52]([F:60])=[C:51]([C:45]3[C:46]([F:50])=[CH:47][CH:48]=[CH:49][C:44]=3[F:43])[N:56]=2)[CH2:27][C@@H:26]([CH3:28])[C@H:25]1[N:29]([CH3:34])[C:30](=[O:33])[O:31][CH3:32])=[O:37])([CH3:42])([CH3:41])[CH3:40]. (3) Given the reactants [CH3:1][O:2][C:3]1[CH:8]=[CH:7][CH:6]=[CH:5][C:4]=1[N:9]1[CH2:14][CH2:13][NH:12][CH2:11][CH2:10]1.[N+:15]([O-])([O-:17])=[O:16].[K+].[OH-].[Na+], predict the reaction product. The product is: [CH3:1][O:2][C:3]1[CH:8]=[CH:7][C:6]([N+:15]([O-:17])=[O:16])=[CH:5][C:4]=1[N:9]1[CH2:14][CH2:13][NH:12][CH2:11][CH2:10]1. (4) Given the reactants [CH:1]1([N:4]([CH3:11])[CH2:5]/[CH:6]=[CH:7]/[C:8](O)=[O:9])[CH2:3][CH2:2]1.CN(C=O)C.C(Cl)(=O)C([Cl:20])=O, predict the reaction product. The product is: [CH:1]1([N:4]([CH3:11])[CH2:5]/[CH:6]=[CH:7]/[C:8]([Cl:20])=[O:9])[CH2:3][CH2:2]1. (5) Given the reactants [CH:1]([Mg]Br)=[CH2:2].[Br:5][C:6]1[CH:11]=[CH:10][C:9]([CH:12]([CH3:14])[CH3:13])=[C:8]([N+:15]([O-])=O)[CH:7]=1.[NH4+].[Cl-], predict the reaction product. The product is: [Br:5][C:6]1[CH:11]=[CH:10][C:9]([CH:12]([CH3:14])[CH3:13])=[C:8]2[C:7]=1[CH:1]=[CH:2][NH:15]2. (6) Given the reactants [C:1]1([CH:7]([N:14]2[CH2:19][CH2:18][NH:17][CH2:16][CH2:15]2)[C:8]2[CH:13]=[CH:12][CH:11]=[CH:10][CH:9]=2)[CH:6]=[CH:5][CH:4]=[CH:3][CH:2]=1.C(N(CC)CC)C.[Cl:27][CH2:28][C:29](Cl)=[O:30], predict the reaction product. The product is: [CH:7]([N:14]1[CH2:15][CH2:16][N:17]([C:29](=[O:30])[CH2:28][Cl:27])[CH2:18][CH2:19]1)([C:8]1[CH:13]=[CH:12][CH:11]=[CH:10][CH:9]=1)[C:1]1[CH:6]=[CH:5][CH:4]=[CH:3][CH:2]=1.